From a dataset of Catalyst prediction with 721,799 reactions and 888 catalyst types from USPTO. Predict which catalyst facilitates the given reaction. Reactant: [F:1][C:2]1[CH:7]=[CH:6][CH:5]=[C:4]([O:8][C:9]2[CH:14]=[CH:13][C:12]([CH2:15][CH2:16][CH3:17])=[CH:11][C:10]=2[O:18]C)[N:3]=1.B(Br)(Br)Br.[NH4+].[Cl-]. The catalyst class is: 4. Product: [F:1][C:2]1[N:3]=[C:4]([O:8][C:9]2[CH:14]=[CH:13][C:12]([CH2:15][CH2:16][CH3:17])=[CH:11][C:10]=2[OH:18])[CH:5]=[CH:6][CH:7]=1.